This data is from Catalyst prediction with 721,799 reactions and 888 catalyst types from USPTO. The task is: Predict which catalyst facilitates the given reaction. (1) Reactant: [Cl:1][C:2]1[CH:21]=[CH:20][C:5]2[C:6]([NH:9][C:10]3[CH:15]=[CH:14][CH:13]=[C:12]([C:16]([F:19])([F:18])[F:17])[CH:11]=3)=[N:7][O:8][C:4]=2[C:3]=1[C:22]([OH:24])=O.CCN(C(C)C)C(C)C.[NH2:34][C:35]1[CH:36]=[N:37][C:38]([NH:41][C:42](=[O:44])[CH3:43])=[N:39][CH:40]=1. Product: [C:42]([NH:41][C:38]1[N:39]=[CH:40][C:35]([NH:34][C:22]([C:3]2[C:4]3[O:8][N:7]=[C:6]([NH:9][C:10]4[CH:15]=[CH:14][CH:13]=[C:12]([C:16]([F:17])([F:19])[F:18])[CH:11]=4)[C:5]=3[CH:20]=[CH:21][C:2]=2[Cl:1])=[O:24])=[CH:36][N:37]=1)(=[O:44])[CH3:43]. The catalyst class is: 3. (2) Reactant: [Na+:1].[Cl-:2].[Cl-].[K+:4].[OH:5][P:6]([O-:9])([OH:8])=[O:7].[K+]. Product: [OH:7][P:6]([O-:9])([OH:8])=[O:5].[OH:7][P:6]([O-:9])([O-:8])=[O:5].[Na+:1].[Na+:1].[Na+:1].[Cl-:2].[Cl-:2].[K+:4].[K+:4]. The catalyst class is: 6. (3) Reactant: C=[C:2]1[CH2:6][CH2:5][C:4]([CH2:10][CH:11]([CH3:13])[CH3:12])([C:7]([O-:9])=[O:8])[CH2:3]1.[O:14]=[O+][O-].C1(P(C2C=CC=CC=2)C2C=CC=CC=2)C=CC=CC=1. Product: [O:14]=[C:2]1[CH2:6][CH2:5][C:4]([CH2:10][CH:11]([CH3:13])[CH3:12])([C:7]([OH:9])=[O:8])[CH2:3]1. The catalyst class is: 4. (4) Reactant: [C:1]([CH2:6][CH:7]=P(C1C=CC=CC=1)(C1C=CC=CC=1)C1C=CC=CC=1)([O:3][CH2:4][CH3:5])=[O:2].[CH2:27]([O:34][C:35]1[CH:36]=[C:37]([CH:40]=[CH:41][CH:42]=1)[CH:38]=O)[C:28]1[CH:33]=[CH:32][CH:31]=[CH:30][CH:29]=1.CCOC(C)=O. Product: [CH2:27]([O:34][C:35]1[CH:36]=[C:37](/[CH:38]=[C:6](\[CH3:7])/[C:1]([O:3][CH2:4][CH3:5])=[O:2])[CH:40]=[CH:41][CH:42]=1)[C:28]1[CH:33]=[CH:32][CH:31]=[CH:30][CH:29]=1. The catalyst class is: 1. (5) Reactant: O[C:2]([CH:12]1[CH2:17][CH2:16][N:15]([C:18]([O:20][C:21]([CH3:24])([CH3:23])[CH3:22])=[O:19])[CH2:14][CH2:13]1)([CH3:11])[C:3]#[C:4][C:5]1[CH:10]=[CH:9][CH:8]=[CH:7][CH:6]=1.CC[N+](S(N=C(OC)[O-])(=O)=O)(CC)CC. Product: [CH2:11]=[C:2]([CH:12]1[CH2:13][CH2:14][N:15]([C:18]([O:20][C:21]([CH3:24])([CH3:23])[CH3:22])=[O:19])[CH2:16][CH2:17]1)[C:3]#[C:4][C:5]1[CH:10]=[CH:9][CH:8]=[CH:7][CH:6]=1. The catalyst class is: 6. (6) Reactant: [C:1]([C:4]1[CH:13]=[CH:12][C:7]([C:8]([O:10][CH3:11])=[O:9])=[CH:6][CH:5]=1)(=O)[CH3:2].[C:14]([O:18][C:19](=[O:22])[NH:20][NH2:21])([CH3:17])([CH3:16])[CH3:15]. Product: [CH3:11][O:10][C:8](=[O:9])[C:7]1[CH:12]=[CH:13][C:4]([CH:1]([NH:21][NH:20][C:19]([O:18][C:14]([CH3:17])([CH3:16])[CH3:15])=[O:22])[CH3:2])=[CH:5][CH:6]=1. The catalyst class is: 295. (7) Reactant: Cl.[Cl:2][C:3]1[S:7][CH:6]=[N:5][C:4]=1[C:8]([NH2:10])=[NH:9].[Cl:11][C:12]1[CH:19]=[C:18]([F:20])[CH:17]=[CH:16][C:13]=1[CH:14]=O.[C:21]([O:27][CH2:28][CH3:29])(=[O:26])[CH2:22][C:23]([CH3:25])=O.C([O-])(=O)C.[Na+]. Product: [Cl:2][C:3]1[S:7][CH:6]=[N:5][C:4]=1[C:8]1[NH:10][C:23]([CH3:25])=[C:22]([C:21]([O:27][CH2:28][CH3:29])=[O:26])[CH:14]([C:13]2[CH:16]=[CH:17][C:18]([F:20])=[CH:19][C:12]=2[Cl:11])[N:9]=1. The catalyst class is: 8. (8) Reactant: [NH:1]1[C:8]2[N:4]([N:5]=[CH:6][C:7]=2[CH2:9][CH2:10][C:11]([NH2:13])=[O:12])[CH2:3][CH2:2]1.[C:14]1([C:20](Cl)([C:27]2[CH:32]=[CH:31][CH:30]=[CH:29][CH:28]=2)[C:21]2[CH:26]=[CH:25][CH:24]=[CH:23][CH:22]=2)[CH:19]=[CH:18][CH:17]=[CH:16][CH:15]=1. Product: [C:20]([N:1]1[C:8]2[N:4]([N:5]=[CH:6][C:7]=2[CH2:9][CH2:10][C:11]([NH2:13])=[O:12])[CH2:3][CH2:2]1)([C:14]1[CH:19]=[CH:18][CH:17]=[CH:16][CH:15]=1)([C:27]1[CH:28]=[CH:29][CH:30]=[CH:31][CH:32]=1)[C:21]1[CH:22]=[CH:23][CH:24]=[CH:25][CH:26]=1. The catalyst class is: 17. (9) The catalyst class is: 12. Product: [Cl:15][C:16]1[CH:17]=[C:18]([CH:32]=[CH:33][C:34]=1[C:35]([F:36])([F:37])[F:38])[CH2:19][C:20]1[C:21](=[O:22])[NH:14][C:9]([CH2:10][C:11]([NH2:13])=[O:12])=[N:8][C:26]=1[C:27]([F:28])([F:29])[F:30]. Reactant: C(=O)([O-])[O-].[K+].[K+].Cl.[NH2:8][C:9]([NH2:14])=[CH:10][C:11]([NH2:13])=[O:12].[Cl:15][C:16]1[CH:17]=[C:18]([CH:32]=[CH:33][C:34]=1[C:35]([F:38])([F:37])[F:36])[CH2:19][CH:20]([C:26](=O)[C:27]([F:30])([F:29])[F:28])[C:21](OCC)=[O:22]. (10) Reactant: [CH3:1][C:2]1[CH:7]=[CH:6][C:5]([NH:8][C:9](=[O:28])[CH2:10][CH2:11][CH2:12][C:13]2[CH:18]=[CH:17][C:16](B3OC(C)(C)C(C)(C)O3)=[CH:15][CH:14]=2)=[CH:4][C:3]=1[CH:29]1[CH2:34][CH2:33][N:32]([C:35]([O:37][C:38]([CH3:41])([CH3:40])[CH3:39])=[O:36])[CH2:31][CH2:30]1.[F:42][C:43]1[CH:44]=[C:45](Br)[CH:46]=[CH:47][CH:48]=1.C(=O)([O-])[O-].[Cs+].[Cs+]. Product: [F:42][C:43]1[CH:48]=[C:47]([C:16]2[CH:15]=[CH:14][C:13]([CH2:12][CH2:11][CH2:10][C:9]([NH:8][C:5]3[CH:6]=[CH:7][C:2]([CH3:1])=[C:3]([CH:29]4[CH2:30][CH2:31][N:32]([C:35]([O:37][C:38]([CH3:41])([CH3:40])[CH3:39])=[O:36])[CH2:33][CH2:34]4)[CH:4]=3)=[O:28])=[CH:18][CH:17]=2)[CH:46]=[CH:45][CH:44]=1. The catalyst class is: 9.